Dataset: Catalyst prediction with 721,799 reactions and 888 catalyst types from USPTO. Task: Predict which catalyst facilitates the given reaction. (1) Reactant: [Cl:1][C:2]1[CH:25]=[C:24]([Cl:26])[CH:23]=[CH:22][C:3]=1[CH2:4][N:5]1[C:9]([CH2:10][CH2:11][C:12]([O:14][CH2:15][CH3:16])=[O:13])=[CH:8][C:7]([O:17][CH2:18][C:19]([OH:21])=O)=[N:6]1.[C:27]([NH:30][NH2:31])(=[O:29])[CH3:28]. Product: [C:27]([NH:30][NH:31][C:19](=[O:21])[CH2:18][O:17][C:7]1[CH:8]=[C:9]([CH2:10][CH2:11][C:12]([O:14][CH2:15][CH3:16])=[O:13])[N:5]([CH2:4][C:3]2[CH:22]=[CH:23][C:24]([Cl:26])=[CH:25][C:2]=2[Cl:1])[N:6]=1)(=[O:29])[CH3:28]. The catalyst class is: 7. (2) Reactant: [Br:1][C:2]1[CH:3]=[CH:4][C:5]2[O:9][N:8]=[C:7]([OH:10])[C:6]=2[CH:11]=1.Cl.Cl[CH2:14][C:15]1[N:20]=[CH:19][CH:18]=[CH:17][N:16]=1.C(=O)([O-])[O-].[Cs+].[Cs+]. Product: [Br:1][C:2]1[CH:3]=[CH:4][C:5]2[O:9][N:8]=[C:7]([O:10][CH2:14][C:15]3[N:20]=[CH:19][CH:18]=[CH:17][N:16]=3)[C:6]=2[CH:11]=1. The catalyst class is: 39. (3) Reactant: [OH:1][C:2]1[CH:3]=[C:4]([CH:7]=[CH:8][CH:9]=1)[CH:5]=[O:6].C1(P(C2C=CC=CC=2)C2C=CC=CC=2)C=CC=CC=1.N(C(OCC)=O)=NC(OCC)=O.[C:41]([O:45][C:46]([N:48]1[CH2:53][CH2:52][N:51]([C:54]2[C:55]([O:60][CH2:61][CH2:62]O)=[N:56][CH:57]=[CH:58][N:59]=2)[CH2:50][CH2:49]1)=[O:47])([CH3:44])([CH3:43])[CH3:42]. Product: [C:41]([O:45][C:46]([N:48]1[CH2:49][CH2:50][N:51]([C:54]2[C:55]([O:60][CH2:61][CH2:62][O:1][C:2]3[CH:9]=[CH:8][CH:7]=[C:4]([CH:5]=[O:6])[CH:3]=3)=[N:56][CH:57]=[CH:58][N:59]=2)[CH2:52][CH2:53]1)=[O:47])([CH3:44])([CH3:43])[CH3:42]. The catalyst class is: 7. (4) Reactant: [Br:1][C:2]1[CH:3]=[CH:4][C:5]2[C:13](=[O:14])[C:12](=[O:15])[C:11]3[N:10]([CH3:16])[C:9]([CH2:17]Br)=[C:8]([C:19]([O:21][CH2:22][CH3:23])=[O:20])[C:7]=3[C:6]=2[CH:24]=1.[CH3:25][NH:26][CH3:27]. Product: [Br:1][C:2]1[CH:3]=[CH:4][C:5]2[C:13](=[O:14])[C:12](=[O:15])[C:11]3[N:10]([CH3:16])[C:9]([CH2:17][N:26]([CH3:27])[CH3:25])=[C:8]([C:19]([O:21][CH2:22][CH3:23])=[O:20])[C:7]=3[C:6]=2[CH:24]=1. The catalyst class is: 1. (5) Reactant: [F:1][C:2]([F:23])([F:22])[C:3]1[CH:4]=[C:5]([P:13]2[C:19]3[CH2:20][CH2:21][C:14]2=[CH:15][CH:16]=[CH:17][CH:18]=3)[CH:6]=[C:7]([C:9]([F:12])([F:11])[F:10])[CH:8]=1.[OH:24]O.O. Product: [F:10][C:9]([F:12])([F:11])[C:7]1[CH:6]=[C:5]([P:13]2(=[O:24])[C:14]3[CH2:21][CH2:20][C:19]2=[CH:18][CH:17]=[CH:16][CH:15]=3)[CH:4]=[C:3]([C:2]([F:1])([F:22])[F:23])[CH:8]=1. The catalyst class is: 22.